From a dataset of Peptide-MHC class II binding affinity with 134,281 pairs from IEDB. Regression. Given a peptide amino acid sequence and an MHC pseudo amino acid sequence, predict their binding affinity value. This is MHC class II binding data. The binding affinity (normalized) is 0.0313. The MHC is DRB1_0404 with pseudo-sequence DRB1_0404. The peptide sequence is TIKAERTEQKDFDGR.